From a dataset of Full USPTO retrosynthesis dataset with 1.9M reactions from patents (1976-2016). Predict the reactants needed to synthesize the given product. (1) Given the product [OH:7][C:8]1[C:12]([C:13]#[N:14])=[C:11]([NH:15][C:16]2[CH:17]=[CH:18][CH:19]=[C:20]([C:1]#[N:2])[CH:21]=2)[S:10][N:9]=1, predict the reactants needed to synthesize it. The reactants are: [C:1](CC(N)=O)#[N:2].[OH:7][C:8]1[C:12]([C:13]#[N:14])=[C:11]([NH:15][C:16]2[CH:21]=[CH:20][CH:19]=[CH:18][CH:17]=2)[S:10][N:9]=1. (2) Given the product [OH:23][CH:22]([C:21]1[CH:20]=[CH:19][C:18]([O:17][CH2:16][CH2:15][C:5]2[N:6]=[C:7]([C:9]3[CH:10]=[CH:11][CH:12]=[CH:13][CH:14]=3)[O:8][C:4]=2[CH3:3])=[CH:25][CH:24]=1)[C:27]1([C:33]([O:35][CH3:36])=[O:34])[CH2:32][CH2:31][CH2:30][CH2:29][CH2:28]1, predict the reactants needed to synthesize it. The reactants are: [I-].[Li+].[CH3:3][C:4]1[O:8][C:7]([C:9]2[CH:14]=[CH:13][CH:12]=[CH:11][CH:10]=2)=[N:6][C:5]=1[CH2:15][CH2:16][O:17][C:18]1[CH:25]=[CH:24][C:21]([CH:22]=[O:23])=[CH:20][CH:19]=1.Br[C:27]1([C:33]([O:35][CH3:36])=[O:34])[CH2:32][CH2:31][CH2:30][CH2:29][CH2:28]1.[Cl-].[Na+]. (3) Given the product [CH3:33][S:30]([C:26]1[CH:25]=[C:24]([S:21]([NH:20][CH:19]2[C:13]3[CH:12]=[CH:11][CH:10]=[C:9]([O:8][CH2:7][C:6]([OH:34])=[O:5])[C:14]=3[CH2:15][CH2:16][CH2:17][CH2:18]2)(=[O:23])=[O:22])[CH:29]=[CH:28][CH:27]=1)(=[O:31])=[O:32], predict the reactants needed to synthesize it. The reactants are: C([O:5][C:6](=[O:34])[CH2:7][O:8][C:9]1[C:14]2[CH2:15][CH2:16][CH2:17][CH2:18][CH:19]([NH:20][S:21]([C:24]3[CH:29]=[CH:28][CH:27]=[C:26]([S:30]([CH3:33])(=[O:32])=[O:31])[CH:25]=3)(=[O:23])=[O:22])[C:13]=2[CH:12]=[CH:11][CH:10]=1)(C)(C)C.O.[OH-].[Li+]. (4) Given the product [CH2:1]([C:3]1[CH:4]=[CH:5][C:6]([C:9]([F:10])([F:11])[F:12])=[CH:7][CH:8]=1)[CH3:2], predict the reactants needed to synthesize it. The reactants are: [CH:1]([C:3]1[CH:8]=[CH:7][C:6]([C:9]([F:12])([F:11])[F:10])=[CH:5][CH:4]=1)=[CH2:2].